From a dataset of Forward reaction prediction with 1.9M reactions from USPTO patents (1976-2016). Predict the product of the given reaction. Given the reactants [F:1][C:2]([F:32])([F:31])[C:3]1[CH:4]=[C:5]([CH:28]=[CH:29][CH:30]=1)[O:6][C:7]1[CH:8]=[C:9]([C:13]2[S:17][C:16]([NH:18][C:19]3[CH:20]=[C:21]([C:25](=[O:27])[CH3:26])[CH:22]=[CH:23][CH:24]=3)=[N:15][N:14]=2)[CH:10]=[CH:11][CH:12]=1.N(C1C=CC(C(O)=[O:40])=CC=1)N, predict the reaction product. The product is: [C:25]([C:21]1[CH:20]=[C:19]([NH:18][C:16]([NH:15][NH:14][C:13]([C:9]2[CH:10]=[CH:11][CH:12]=[C:7]([O:6][C:5]3[CH:28]=[CH:29][CH:30]=[C:3]([C:2]([F:32])([F:31])[F:1])[CH:4]=3)[CH:8]=2)=[O:40])=[S:17])[CH:24]=[CH:23][CH:22]=1)(=[O:27])[CH3:26].